Dataset: Forward reaction prediction with 1.9M reactions from USPTO patents (1976-2016). Task: Predict the product of the given reaction. (1) Given the reactants FC(F)(F)[C:3]([OH:5])=O.[CH:8]1([C:11]2[CH:16]=[CH:15][C:14]([CH:17]3[N:21]([CH2:22][CH2:23][C:24]4[CH:29]=[CH:28][C:27]([O:30][CH3:31])=[CH:26][CH:25]=4)[C:20](=[O:32])[C:19]4([CH2:37][CH2:36][NH:35][CH2:34][CH2:33]4)[N:18]3[CH3:38])=[CH:13][CH:12]=2)[CH2:10][CH2:9]1.C([N:42]([CH:45]([CH3:47])C)[CH2:43]C)(C)C.ClC(OC(Cl)(Cl)Cl)=O.N1CCC1, predict the reaction product. The product is: [CH:8]1([C:11]2[CH:16]=[CH:15][C:14]([CH:17]3[N:21]([CH2:22][CH2:23][C:24]4[CH:29]=[CH:28][C:27]([O:30][CH3:31])=[CH:26][CH:25]=4)[C:20](=[O:32])[C:19]4([CH2:33][CH2:34][N:35]([C:3]([N:42]5[CH2:43][CH2:47][CH2:45]5)=[O:5])[CH2:36][CH2:37]4)[N:18]3[CH3:38])=[CH:13][CH:12]=2)[CH2:10][CH2:9]1. (2) Given the reactants CS([O:5][CH2:6][CH:7]1[CH2:12][CH2:11][N:10]([C:13]([O:15][C:16]([CH3:19])([CH3:18])[CH3:17])=[O:14])[CH2:9][CH2:8]1)(=O)=O.C([O-])([O-])=O.[K+].[K+].[Br:26][C:27]1[CH:28]=[CH:29][C:30](O)=[C:31]([CH:34]=1)[CH:32]=[O:33].O, predict the reaction product. The product is: [Br:26][C:27]1[CH:28]=[CH:29][C:30]([O:5][CH2:6][CH:7]2[CH2:12][CH2:11][N:10]([C:13]([O:15][C:16]([CH3:19])([CH3:18])[CH3:17])=[O:14])[CH2:9][CH2:8]2)=[C:31]([CH:32]=[O:33])[CH:34]=1.